From a dataset of Full USPTO retrosynthesis dataset with 1.9M reactions from patents (1976-2016). Predict the reactants needed to synthesize the given product. (1) Given the product [C:31]([O:30][C:28]([N:25]1[CH2:26][CH2:27][CH:22]([C:20]2[N:5]3[N:6]=[C:7]4[C:3]([C:2]([Br:1])=[CH:10][CH:9]=[CH:8]4)=[C:4]3[NH:11][C:15](=[O:14])[CH:16]=2)[CH2:23][CH:24]1[CH3:35])=[O:29])([CH3:34])([CH3:33])[CH3:32], predict the reactants needed to synthesize it. The reactants are: [Br:1][C:2]1[CH:10]=[CH:9][CH:8]=[C:7]2[C:3]=1[C:4]([NH2:11])=[N:5][NH:6]2.CC1(C)OC(=O)[CH:16]([C:20]([C@H:22]2[CH2:27][CH2:26][N:25]([C:28]([O:30][C:31]([CH3:34])([CH3:33])[CH3:32])=[O:29])[C@@H:24]([CH3:35])[CH2:23]2)=O)[C:15](=O)[O:14]1. (2) Given the product [Si:1]([O:18][C@H:19]1[C:24](=[CH2:25])[C@@H:23]([F:26])[CH2:22]/[C:21](=[CH:27]/[CH2:28][OH:29])/[CH2:20]1)([C:14]([CH3:17])([CH3:16])[CH3:15])([C:8]1[CH:13]=[CH:12][CH:11]=[CH:10][CH:9]=1)[C:2]1[CH:3]=[CH:4][CH:5]=[CH:6][CH:7]=1, predict the reactants needed to synthesize it. The reactants are: [Si:1]([O:18][C@H:19]1[C:24](=[CH2:25])[C@@H:23]([F:26])[CH2:22]/[C:21](=[CH:27]/[C:28](OC)=[O:29])/[CH2:20]1)([C:14]([CH3:17])([CH3:16])[CH3:15])([C:8]1[CH:13]=[CH:12][CH:11]=[CH:10][CH:9]=1)[C:2]1[CH:7]=[CH:6][CH:5]=[CH:4][CH:3]=1.[H-].C([Al+]CC(C)C)C(C)C.